Dataset: Experimentally validated miRNA-target interactions with 360,000+ pairs, plus equal number of negative samples. Task: Binary Classification. Given a miRNA mature sequence and a target amino acid sequence, predict their likelihood of interaction. (1) The miRNA is hsa-miR-1305 with sequence UUUUCAACUCUAAUGGGAGAGA. The protein sequence of the target gene is MAQSNMPHKSDVLSQDELRKKLYQTFKDRGVLDTLQTQLRNQLIHELMHPVLSGEVKPPSISVEGSALLIGASNSLVADHLQRCGYEYSLSVFFPESGLAKEKIFTMQDLLQLIRINPSSSLYKSLISGFDKENKKGFLMSFLKELAEYYQAKESCDAETQTSTTFPSQVSLAEKFQLIDAQFADGFPHRSKLESLETKLNEYKKEVQHQLQVEMCHKLKYFREAEITKVKMEERRKYEKELAEFQNEFERTCQAKNEALISQEKNSLERIKKHREMESKEIYAQRQLLLNDIALLRGRE.... Result: 0 (no interaction). (2) The protein sequence of the target gene is MPCVQLPAKESALFKRVLKCYEQKQYKNGLKFCKMILSNPKFAEHGETLAMKGLILNCLGKREEAYEFVRKGLRSDVRSHVCWHVYGLLQRSDKKYDEAIKCYRNALKLDKDNLQILRDLSLLQIQMRDLEGYRETRYQLLQLRPTQRASWIGYAIAYHLLKDYDTALKLLEEFRQTQQVPPNKIAYEYSELLLYQNQVMREANLFQESLEHIETYEKLICDKLLVEEIKGEMLLKLGRLKEASEVFRNLIDWNAENWCYYEGLEKALQLRSLDERLQLYEEVSKQHPRAVSPRRLPLSF.... The miRNA is hsa-miR-6773-3p with sequence ACUGUCACUUCUCUGCCCAUAG. Result: 0 (no interaction).